This data is from Aqueous solubility values for 9,982 compounds from the AqSolDB database. The task is: Regression/Classification. Given a drug SMILES string, predict its absorption, distribution, metabolism, or excretion properties. Task type varies by dataset: regression for continuous measurements (e.g., permeability, clearance, half-life) or binary classification for categorical outcomes (e.g., BBB penetration, CYP inhibition). For this dataset (solubility_aqsoldb), we predict Y. (1) The compound is CCCCCCCCCCN1CCCCC1. The Y is -1.53 log mol/L. (2) The compound is O=C(O)c1cccc(Cl)c1C(=O)O. The Y is -0.976 log mol/L. (3) The drug is FC(F)(F)c1nc2c(Cl)c(Cl)ccc2[nH]1. The Y is -3.57 log mol/L. (4) The drug is c1ccc2c(c1)ccc1nc3c(ccc4ccccc43)cc12. The Y is -6.24 log mol/L. (5) The molecule is Cc1nnc(NS(=O)(=O)c2ccc(N)cc2)s1. The Y is -2.41 log mol/L. (6) The drug is CCCCCCCCOC(=O)C(C)OC(C)=O. The Y is -3.39 log mol/L.